This data is from HIV replication inhibition screening data with 41,000+ compounds from the AIDS Antiviral Screen. The task is: Binary Classification. Given a drug SMILES string, predict its activity (active/inactive) in a high-throughput screening assay against a specified biological target. (1) The molecule is O=C(N=C(Nc1ccccc1)SCSC(=Nc1ccccc1)NC(=O)c1ccc(F)cc1)c1ccc(F)cc1. The result is 0 (inactive). (2) The molecule is O=C1C=C(N2CCOCC2)c2cc(N3CCOCC3)ncc2C1=O. The result is 0 (inactive). (3) The result is 0 (inactive). The compound is CC(C)(C)OC(=O)NCC(CNC(=O)OC(C)(C)C)c1nc(C(N)=O)cs1. (4) The drug is CCOC(=O)C=C(N=P(c1ccccc1)(c1ccccc1)c1ccccc1)C(F)(F)C(F)(F)C(F)(F)C(F)(F)C(F)(F)F. The result is 0 (inactive). (5) The compound is CSc1nc(NC2OC(COC(C)=O)C(OC(C)=O)C(OC(C)=O)C2OC(C)=O)c2c(n1)OCC2=O. The result is 0 (inactive). (6) The drug is CC(C)C(NCc1c(O)ccc2c(-c3ccccc3)cc(=O)oc12)C(=O)O. The result is 0 (inactive). (7) The result is 0 (inactive). The drug is Cc1nc2ccccc2c(=O)n1-c1nc2ccccc2s1. (8) The compound is CC(=O)NS(=O)(=O)c1ccc(-n2sc3ccccc3c2=O)cc1. The result is 1 (active). (9) The compound is CC(C)(C)C(C)(C)SSC(C)(C)C(C)(C)C. The result is 0 (inactive).